Dataset: Reaction yield outcomes from USPTO patents with 853,638 reactions. Task: Predict the reaction yield, written as a fraction of the theoretical maximum amount of product (1.0 means a 100% yield; for example, 0.34 means a 34% yield). (1) The reactants are Cl[C:2]1[C:11]2[C:6](=[CH:7][C:8]([O:14][CH2:15][CH2:16][Cl:17])=[C:9]([O:12][CH3:13])[CH:10]=2)[N:5]=[CH:4][N:3]=1.[NH2:18][C:19]1[C:24]([Cl:25])=[CH:23][N:22]=[C:21]2[O:26][CH2:27][O:28][C:20]=12. No catalyst specified. The product is [Cl:17][CH2:16][CH2:15][O:14][C:8]1[CH:7]=[C:6]2[C:11]([C:2]([NH:18][C:19]3[C:24]([Cl:25])=[CH:23][N:22]=[C:21]4[O:26][CH2:27][O:28][C:20]=34)=[N:3][CH:4]=[N:5]2)=[CH:10][C:9]=1[O:12][CH3:13]. The yield is 0.920. (2) The reactants are [OH:1][C:2]1[CH:19]=[CH:18][C:5]2[NH:6][C:7]([CH2:12][C:13]([O:15][CH2:16][CH3:17])=[O:14])=[N:8][S:9](=[O:11])(=[O:10])[C:4]=2[CH:3]=1.[N+:20]([O-])([OH:22])=[O:21].[N+]([O-])(O)=O.C(O)(=O)C. The catalyst is C(O)(=O)C.O. The product is [OH:1][C:2]1[CH:19]=[CH:18][C:5]2[NH:6][C:7]([CH2:12][C:13]([O:15][CH2:16][CH3:17])=[O:14])=[N:8][S:9](=[O:11])(=[O:10])[C:4]=2[C:3]=1[N+:20]([O-:22])=[O:21]. The yield is 0.410. (3) The reactants are [Cl:1][C:2]1[CH:3]=[C:4]([NH:10][C:11](=[O:24])[CH2:12][CH:13]([C:18]2[CH:23]=[CH:22][CH:21]=[CH:20][CH:19]=2)[CH2:14][C:15]([OH:17])=O)[CH:5]=[CH:6][C:7]=1[C:8]#[N:9].[CH2:25]([N:27]1[C:39]2[CH:38]=[CH:37][C:36]([NH2:40])=[CH:35][C:34]=2[C:33]2[C:28]1=[CH:29][CH:30]=[CH:31][CH:32]=2)[CH3:26].CN(C(ON1N=NC2C=CC=NC1=2)=[N+](C)C)C.F[P-](F)(F)(F)(F)F. The catalyst is CN(C=O)C.[Cl-].[Na+].O. The product is [Cl:1][C:2]1[CH:3]=[C:4]([NH:10][C:11](=[O:24])[CH2:12][CH:13]([C:18]2[CH:19]=[CH:20][CH:21]=[CH:22][CH:23]=2)[CH2:14][C:15]([NH:40][C:36]2[CH:37]=[CH:38][C:39]3[N:27]([CH2:25][CH3:26])[C:28]4[C:33]([C:34]=3[CH:35]=2)=[CH:32][CH:31]=[CH:30][CH:29]=4)=[O:17])[CH:5]=[CH:6][C:7]=1[C:8]#[N:9]. The yield is 0.0998. (4) The reactants are Cl[C:2]1[C:3]2[CH:10]=[CH:9][NH:8][C:4]=2[N:5]=[CH:6][N:7]=1.C(N(CC)CC)C.[CH3:18][C:19]([O:22][C:23]([NH:25][CH:26]1[CH2:31][CH2:30][NH:29][CH2:28][CH2:27]1)=[O:24])([CH3:21])[CH3:20]. The catalyst is C(O)C. The product is [C:19]([O:22][C:23](=[O:24])[NH:25][CH:26]1[CH2:31][CH2:30][N:29]([C:2]2[C:3]3[CH:10]=[CH:9][NH:8][C:4]=3[N:5]=[CH:6][N:7]=2)[CH2:28][CH2:27]1)([CH3:21])([CH3:18])[CH3:20]. The yield is 0.360. (5) The reactants are Br[CH2:2][C:3]([C:5]1[CH:10]=[CH:9][C:8]([N+:11]([O-:13])=[O:12])=[CH:7][CH:6]=1)=[O:4].[BH4-].[Na+].C(=O)([O-])[O-].[K+].[K+]. The yield is 0.990. The catalyst is CO. The product is [N+:11]([C:8]1[CH:9]=[CH:10][C:5]([CH:3]2[CH2:2][O:4]2)=[CH:6][CH:7]=1)([O-:13])=[O:12].